This data is from Catalyst prediction with 721,799 reactions and 888 catalyst types from USPTO. The task is: Predict which catalyst facilitates the given reaction. Reactant: C[O:2][C:3](=O)[C:4]1[CH:9]=[C:8]([C:10]2[CH:15]=[CH:14][CH:13]=[C:12]([Cl:16])[CH:11]=2)[CH:7]=[N:6][CH:5]=1.[BH4-].[Na+]. Product: [Cl:16][C:12]1[CH:11]=[C:10]([C:8]2[CH:9]=[C:4]([CH2:3][OH:2])[CH:5]=[N:6][CH:7]=2)[CH:15]=[CH:14][CH:13]=1. The catalyst class is: 8.